Predict which catalyst facilitates the given reaction. From a dataset of Catalyst prediction with 721,799 reactions and 888 catalyst types from USPTO. (1) Reactant: CN(C(ON1N=NC2C=CC=NC1=2)=[N+](C)C)C.F[P-](F)(F)(F)(F)F.[CH3:25][C:26]1[C:34]2[C:33]([NH:35][C:36]3[C:37]([O:42][CH:43]4[CH2:48][CH2:47][O:46][CH2:45][CH2:44]4)=[N:38][CH:39]=[CH:40][CH:41]=3)=[N:32][CH:31]=[N:30][C:29]=2[S:28][C:27]=1[C:49](O)=[O:50].CCN(C(C)C)C(C)C.[CH3:61][N:62]([CH3:66])[CH2:63][CH2:64][NH2:65]. Product: [CH3:61][N:62]([CH3:66])[CH2:63][CH2:64][NH:65][C:49]([C:27]1[S:28][C:29]2[N:30]=[CH:31][N:32]=[C:33]([NH:35][C:36]3[C:37]([O:42][CH:43]4[CH2:48][CH2:47][O:46][CH2:45][CH2:44]4)=[N:38][CH:39]=[CH:40][CH:41]=3)[C:34]=2[C:26]=1[CH3:25])=[O:50]. The catalyst class is: 3. (2) Reactant: [N+:1]([C:4]1[C:5]([NH2:10])=[N:6][CH:7]=[CH:8][CH:9]=1)([O-:3])=[O:2].CCN(CC)CC.Cl[C:19](Cl)([O:21]C(=O)OC(Cl)(Cl)Cl)Cl.[CH3:30][O:31][C:32]1[CH:33]=[C:34]([C@@:40]23[CH2:48][CH2:47][C@@H:46]([NH2:49])[CH2:45][C@@H:44]2[N:43]([CH3:50])[CH2:42][CH2:41]3)[CH:35]=[CH:36][C:37]=1[O:38][CH3:39]. Product: [CH3:30][O:31][C:32]1[CH:33]=[C:34]([C@@:40]23[CH2:48][CH2:47][C@@H:46]([NH:49][C:19]([NH:10][C:5]4[C:4]([N+:1]([O-:3])=[O:2])=[CH:9][CH:8]=[CH:7][N:6]=4)=[O:21])[CH2:45][C@@H:44]2[N:43]([CH3:50])[CH2:42][CH2:41]3)[CH:35]=[CH:36][C:37]=1[O:38][CH3:39]. The catalyst class is: 2. (3) Reactant: [CH3:1][C:2]1[N:6]=[C:5]([CH3:7])[S:4][C:3]=1/[CH:8]=[CH:9]/[C:10](N(C)C)=O.[CH3:15][C:16]1[CH:21]=[C:20]([N:22]2[CH2:27][CH2:26][O:25][CH2:24][CH2:23]2)[CH:19]=[CH:18][C:17]=1[NH:28][C:29]([NH2:31])=[NH:30].CC#N. Product: [CH3:7][C:5]1[S:4][C:3]([C:8]2[CH:9]=[CH:10][N:31]=[C:29]([NH:28][C:17]3[CH:18]=[CH:19][C:20]([N:22]4[CH2:23][CH2:24][O:25][CH2:26][CH2:27]4)=[CH:21][C:16]=3[CH3:15])[N:30]=2)=[C:2]([CH3:1])[N:6]=1. The catalyst class is: 48. (4) Reactant: [Cl:1][C:2]1[N:7]=[C:6](Cl)[CH:5]=[C:4]([CH3:9])[N:3]=1.[NH:10]1[CH2:14][CH2:13][CH2:12][CH2:11]1. Product: [Cl:1][C:2]1[N:3]=[C:4]([CH3:9])[CH:5]=[C:6]([N:10]2[CH2:14][CH2:13][CH2:12][CH2:11]2)[N:7]=1. The catalyst class is: 7. (5) Reactant: CS(O[CH:6]1[CH2:11][CH2:10][N:9]([C:12]([O:14][C:15]([CH3:18])([CH3:17])[CH3:16])=[O:13])[CH2:8][CH2:7]1)(=O)=O.[N+:19]([C:22]1[CH:23]=[N:24][NH:25][CH:26]=1)([O-:21])=[O:20].C([O-])([O-])=O.[K+].[K+]. Product: [N+:19]([C:22]1[CH:23]=[N:24][N:25]([CH:6]2[CH2:11][CH2:10][N:9]([C:12]([O:14][C:15]([CH3:18])([CH3:17])[CH3:16])=[O:13])[CH2:8][CH2:7]2)[CH:26]=1)([O-:21])=[O:20]. The catalyst class is: 23. (6) Reactant: [CH2:1]([O:8][C:9]([N:11]1[CH2:15][C@H:14]([CH2:16][OH:17])[C@H:13]([NH:18][C:19]([O:21][C:22]([CH3:25])([CH3:24])[CH3:23])=[O:20])[CH2:12]1)=[O:10])[C:2]1[CH:7]=[CH:6][CH:5]=[CH:4][CH:3]=1.CC(OI1(OC(C)=O)(OC(C)=O)OC(=O)C2C=CC=CC1=2)=O.S([O-])([O-])(=O)=S.[Na+].[Na+]. Product: [CH2:1]([O:8][C:9]([N:11]1[CH2:15][C@H:14]([CH:16]=[O:17])[C@H:13]([NH:18][C:19]([O:21][C:22]([CH3:25])([CH3:24])[CH3:23])=[O:20])[CH2:12]1)=[O:10])[C:2]1[CH:3]=[CH:4][CH:5]=[CH:6][CH:7]=1. The catalyst class is: 4. (7) Reactant: [H-].[Na+].[CH3:3][O:4][C:5]1[CH:12]=[CH:11][C:8]([CH2:9][OH:10])=[CH:7][CH:6]=1.[Cl:13][C:14]1[CH:19]=[C:18]([N:20]2[CH2:25][CH2:24][O:23][CH2:22][CH2:21]2)[CH:17]=[C:16](Cl)[N:15]=1.O. Product: [Cl:13][C:14]1[CH:19]=[C:18]([N:20]2[CH2:21][CH2:22][O:23][CH2:24][CH2:25]2)[CH:17]=[C:16]([O:10][CH2:9][C:8]2[CH:11]=[CH:12][C:5]([O:4][CH3:3])=[CH:6][CH:7]=2)[N:15]=1. The catalyst class is: 7.